Predict the reactants needed to synthesize the given product. From a dataset of Full USPTO retrosynthesis dataset with 1.9M reactions from patents (1976-2016). Given the product [CH3:12][C:10]1[CH:11]=[C:3]([OH:2])[CH:4]=[C:5]2[C:9]=1[N:8]([CH2:13][CH2:14][C:15]1[CH:20]=[CH:19][CH:18]=[CH:17][CH:16]=1)[CH:7]=[C:6]2[CH:21]1[CH2:22][CH2:23][N:24]([CH3:27])[CH2:25][CH2:26]1, predict the reactants needed to synthesize it. The reactants are: C[O:2][C:3]1[CH:4]=[C:5]2[C:9](=[C:10]([CH3:12])[CH:11]=1)[N:8]([CH2:13][CH2:14][C:15]1[CH:20]=[CH:19][CH:18]=[CH:17][CH:16]=1)[CH:7]=[C:6]2[CH:21]1[CH2:26][CH2:25][N:24]([CH3:27])[CH2:23][CH2:22]1.Cl.N1C=CC=CC=1.